Dataset: Catalyst prediction with 721,799 reactions and 888 catalyst types from USPTO. Task: Predict which catalyst facilitates the given reaction. (1) Reactant: [F:1][C:2]([F:16])([F:15])[CH:3]([C:5]1[CH:10]=[CH:9][C:8]([O:11][CH3:12])=[CH:7][C:6]=1[CH2:13][OH:14])O.C1(P(C2C=CC=CC=2)C2C=CC=CC=2)C=CC=CC=1.N(C(OCC)=O)=NC(OCC)=O.O. Product: [CH3:12][O:11][C:8]1[CH:7]=[C:6]2[C:5](=[CH:10][CH:9]=1)[CH:3]([C:2]([F:16])([F:15])[F:1])[O:14][CH2:13]2. The catalyst class is: 4. (2) Reactant: [OH-].[Na+].C[O:4][C:5](=[O:40])[CH2:6][C:7]1[CH:8]=[N:9][CH:10]=[C:11]([C:13]2[CH:18]=[CH:17][C:16]([C:19]([CH2:37][CH3:38])([C:22]3[CH:27]=[CH:26][C:25]([O:28][CH2:29][CH:30]([OH:35])[C:31]([CH3:34])([CH3:33])[CH3:32])=[C:24]([CH3:36])[CH:23]=3)[CH2:20][CH3:21])=[CH:15][C:14]=2[CH3:39])[CH:12]=1.[Cl-].[NH4+]. Product: [CH2:20]([C:19]([C:16]1[CH:17]=[CH:18][C:13]([C:11]2[CH:12]=[C:7]([CH2:6][C:5]([OH:40])=[O:4])[CH:8]=[N:9][CH:10]=2)=[C:14]([CH3:39])[CH:15]=1)([C:22]1[CH:27]=[CH:26][C:25]([O:28][CH2:29][CH:30]([OH:35])[C:31]([CH3:33])([CH3:34])[CH3:32])=[C:24]([CH3:36])[CH:23]=1)[CH2:37][CH3:38])[CH3:21]. The catalyst class is: 5. (3) Reactant: [Cl:1][C:2]1[CH:7]=[CH:6][N:5]=[C:4]([CH2:8][NH:9][C:10]2[O:11][C:12]3[C:18]([O:19][CH3:20])=[CH:17][C:16]([C:21]([OH:23])=O)=[CH:15][C:13]=3[N:14]=2)[CH:3]=1.[CH3:24][CH:25]1[CH2:30][NH:29][C@@H:28]([C@H:31]([OH:33])[CH3:32])[CH2:27][O:26]1.C(N(CC)C(C)C)(C)C.CN(C(ON1N=NC2C=CC=NC1=2)=[N+](C)C)C.F[P-](F)(F)(F)(F)F. Product: [Cl:1][C:2]1[CH:7]=[CH:6][N:5]=[C:4]([CH2:8][NH:9][C:10]2[O:11][C:12]3[C:18]([O:19][CH3:20])=[CH:17][C:16]([C:21]([N:29]4[C@@H:28]([C@H:31]([OH:33])[CH3:32])[CH2:27][O:26][CH:25]([CH3:24])[CH2:30]4)=[O:23])=[CH:15][C:13]=3[N:14]=2)[CH:3]=1. The catalyst class is: 9. (4) Reactant: FC(F)(F)C(O)=O.[Cl:8][C:9]1[C:10]([C:28]2[C:36]3[C:31](=[CH:32][CH:33]=[CH:34][CH:35]=3)[N:30]([S:37]([C:40]3[CH:45]=[CH:44][CH:43]=[CH:42][CH:41]=3)(=[O:39])=[O:38])[CH:29]=2)=[N:11][C:12]([NH:15][C@@H:16]2[CH2:20][CH2:19][N:18](C(OC(C)(C)C)=O)[CH2:17]2)=[N:13][CH:14]=1. Product: [Cl:8][C:9]1[C:10]([C:28]2[C:36]3[C:31](=[CH:32][CH:33]=[CH:34][CH:35]=3)[N:30]([S:37]([C:40]3[CH:45]=[CH:44][CH:43]=[CH:42][CH:41]=3)(=[O:39])=[O:38])[CH:29]=2)=[N:11][C:12]([NH:15][C@@H:16]2[CH2:20][CH2:19][NH:18][CH2:17]2)=[N:13][CH:14]=1. The catalyst class is: 2. (5) Product: [CH:4]1[C:5]2[C:9]3[CH:10]=[CH:11][CH:12]=[CH:13][C:8]=3[O:7][C:6]=2[CH:14]=[CH:2][C:3]=1[B:20]([OH:23])[OH:21]. The catalyst class is: 323. Reactant: Br[C:2]1[CH:3]=[CH:4][C:5]2[C:9]3[CH:10]=[CH:11][CH:12]=[CH:13][C:8]=3[O:7][C:6]=2[CH:14]=1.C([Li])CCC.[B:20](OC)([O:23]C)[O:21]C.Cl.